The task is: Binary Classification. Given a drug SMILES string, predict its activity (active/inactive) in a high-throughput screening assay against a specified biological target.. This data is from Tyrosyl-DNA phosphodiesterase HTS with 341,365 compounds. (1) The drug is S(=O)(=O)(n1c2c(c(c1)/C=C(/NC(=O)c1ccccc1)C(=O)N1CCOCC1)cccc2)N(C)C. The result is 0 (inactive). (2) The compound is S=C(NCc1ccccc1)N\N=C(\c1occc1)C. The result is 0 (inactive). (3) The drug is Fc1ccc(C(c2ccc(cc2)C(=O)c2ccccc2)C#N)cc1. The result is 0 (inactive). (4) The compound is O1C(n2c3ncnc(NCc4occc4)c3nc2)C(O)C(O)C1CO. The result is 0 (inactive). (5) The drug is Fc1ccc(N2CCN(CC2)c2n3c(nc(c2)C)nnc3)cc1. The result is 0 (inactive). (6) The molecule is OC(CNC1CCCC1)COc1ccc(cc1)c1ccccc1. The result is 0 (inactive).